This data is from Forward reaction prediction with 1.9M reactions from USPTO patents (1976-2016). The task is: Predict the product of the given reaction. (1) Given the reactants Cl[C:2]1[O:3][C:4]2[CH:10]=[CH:9][CH:8]=[CH:7][C:5]=2[N:6]=1.[C:11]([O:15][C:16]([N:18]1[CH2:23][CH2:22][NH:21][CH2:20][CH2:19]1)=[O:17])([CH3:14])([CH3:13])[CH3:12].C(=O)([O-])[O-].[K+].[K+], predict the reaction product. The product is: [C:11]([O:15][C:16]([N:18]1[CH2:23][CH2:22][N:21]([C:2]2[O:3][C:4]3[CH:10]=[CH:9][CH:8]=[CH:7][C:5]=3[N:6]=2)[CH2:20][CH2:19]1)=[O:17])([CH3:14])([CH3:12])[CH3:13]. (2) Given the reactants [Br:1][C:2]1[CH:3]=[N:4][N:5]2[C:10]([NH:11][CH2:12][CH:13]3[CH2:15][CH2:14]3)=[CH:9][C:8]([Cl:16])=[N:7][C:6]=12.[CH3:17][C:18]([O:21][C:22](O[C:22]([O:21][C:18]([CH3:20])([CH3:19])[CH3:17])=[O:23])=[O:23])([CH3:20])[CH3:19].O, predict the reaction product. The product is: [Br:1][C:2]1[CH:3]=[N:4][N:5]2[C:10]([N:11]([CH2:12][CH:13]3[CH2:15][CH2:14]3)[C:22](=[O:23])[O:21][C:18]([CH3:20])([CH3:19])[CH3:17])=[CH:9][C:8]([Cl:16])=[N:7][C:6]=12. (3) Given the reactants [NH2:1][CH:2]([C:6]1[S:7][CH:8]=[CH:9][CH:10]=1)[C:3]([OH:5])=[O:4].[C:11](O)(=[O:13])C.O, predict the reaction product. The product is: [CH:11]([NH:1][CH:2]([C:6]1[S:7][CH:8]=[CH:9][CH:10]=1)[C:3]([OH:5])=[O:4])=[O:13]. (4) The product is: [CH2:28]([O:35][C:36](=[O:40])[C@@H:37]([NH:39][C:22](=[O:23])[C:21]1[CH:20]=[CH:19][C:18]([S:15](=[O:16])(=[O:17])[NH:14][C:9]2[CH:10]=[CH:11][CH:12]=[CH:13][C:8]=2[O:1][C:2]2[CH:7]=[CH:6][CH:5]=[CH:4][CH:3]=2)=[CH:26][CH:25]=1)[CH3:38])[C:29]1[CH:34]=[CH:33][CH:32]=[CH:31][CH:30]=1. Given the reactants [O:1]([C:8]1[CH:13]=[CH:12][CH:11]=[CH:10][C:9]=1[NH:14][S:15]([C:18]1[CH:26]=[CH:25][C:21]([C:22](O)=[O:23])=[CH:20][CH:19]=1)(=[O:17])=[O:16])[C:2]1[CH:7]=[CH:6][CH:5]=[CH:4][CH:3]=1.Cl.[CH2:28]([O:35][C:36](=[O:40])[C@@H:37]([NH2:39])[CH3:38])[C:29]1[CH:34]=[CH:33][CH:32]=[CH:31][CH:30]=1, predict the reaction product. (5) Given the reactants Br[C:2]1[C:3]([CH2:10][N:11]2[C@@H:15]([CH3:16])[C@@H:14]([C:17]3[CH:22]=[C:21]([C:23]([F:26])([F:25])[F:24])[CH:20]=[C:19]([F:27])[CH:18]=3)[O:13][C:12]2=[O:28])=[N:4][C:5]([S:8][CH3:9])=[N:6][CH:7]=1.[C:29]([O:33][C:34]([C:36]1[CH:41]=[CH:40][C:39]([C:42]2[CH:43]=[C:44](B(O)O)[C:45]([O:48][CH3:49])=[N:46][CH:47]=2)=[C:38]([CH3:53])[CH:37]=1)=[O:35])([CH3:32])([CH3:31])[CH3:30].C(=O)([O-])[O-].[K+].[K+], predict the reaction product. The product is: [F:27][C:19]1[CH:18]=[C:17]([C@H:14]2[O:13][C:12](=[O:28])[N:11]([CH2:10][C:3]3[C:2]([C:44]4[CH:43]=[C:42]([C:39]5[CH:40]=[CH:41][C:36]([C:34]([O:33][C:29]([CH3:31])([CH3:32])[CH3:30])=[O:35])=[CH:37][C:38]=5[CH3:53])[CH:47]=[N:46][C:45]=4[O:48][CH3:49])=[CH:7][N:6]=[C:5]([S:8][CH3:9])[N:4]=3)[C@H:15]2[CH3:16])[CH:22]=[C:21]([C:23]([F:26])([F:25])[F:24])[CH:20]=1. (6) Given the reactants [Cl:1][C:2]1[CH:3]=[C:4]([NH:15][C:16]2[C:25]3[C:20](=[CH:21][C:22](F)=[C:23]([O:26][CH3:27])[CH:24]=3)[N:19]=[CH:18][C:17]=2[C:29]#[N:30])[CH:5]=[CH:6][C:7]=1[S:8][C:9]1[N:10]([CH3:14])[CH:11]=[CH:12][N:13]=1.[N:31]1([CH:37]2[CH2:42][CH2:41][NH:40][CH2:39][CH2:38]2)[CH2:36][CH2:35][CH2:34][CH2:33][CH2:32]1, predict the reaction product. The product is: [N:31]1([CH:37]2[CH2:42][CH2:41][N:40]([C:22]3[CH:21]=[C:20]4[C:25]([C:16]([NH:15][C:4]5[CH:5]=[CH:6][C:7]([S:8][C:9]6[N:10]([CH3:14])[CH:11]=[CH:12][N:13]=6)=[C:2]([Cl:1])[CH:3]=5)=[C:17]([C:29]#[N:30])[CH:18]=[N:19]4)=[CH:24][C:23]=3[O:26][CH3:27])[CH2:39][CH2:38]2)[CH2:36][CH2:35][CH2:34][CH2:33][CH2:32]1. (7) Given the reactants [CH3:1][C:2]([C:4]1[CH:9]=[C:8]([O:10][CH2:11][C:12]([F:15])([F:14])[F:13])[CH:7]=[CH:6][C:5]=1[O:16][CH2:17][C:18]([F:21])([F:20])[F:19])=[O:3].[CH:22](=O)[C:23]1[C:24]([O:29][CH3:30])=[CH:25][CH:26]=[CH:27][CH:28]=1, predict the reaction product. The product is: [F:21][C:18]([F:19])([F:20])[CH2:17][O:16][C:5]1[CH:6]=[CH:7][C:8]([O:10][CH2:11][C:12]([F:13])([F:14])[F:15])=[CH:9][C:4]=1[C:2](=[O:3])[CH:1]=[CH:22][C:23]1[CH:28]=[CH:27][CH:26]=[CH:25][C:24]=1[O:29][CH3:30].